Dataset: Reaction yield outcomes from USPTO patents with 853,638 reactions. Task: Predict the reaction yield, written as a fraction of the theoretical maximum amount of product (1.0 means a 100% yield; for example, 0.34 means a 34% yield). (1) The reactants are [F:1][C:2]([F:17])([F:16])[C:3]1[CH:4]=[C:5]([CH:9]=[C:10]([C:12]([F:15])([F:14])[F:13])[CH:11]=1)/[CH:6]=[N:7]/[OH:8].ClN1[C:23](=[O:24])[CH2:22][CH2:21]C1=O.N1C=CC=CC=1.C(O)C#C. The catalyst is C1COCC1.C(N(CC)CC)C. The yield is 0.270. The product is [F:1][C:2]([F:16])([F:17])[C:3]1[CH:4]=[C:5]([C:6]2[CH:21]=[C:22]([CH2:23][OH:24])[O:8][N:7]=2)[CH:9]=[C:10]([C:12]([F:15])([F:13])[F:14])[CH:11]=1. (2) The yield is 1.00. The product is [CH3:12][N:13]([CH3:15])[CH:14]=[CH:8][C:7]([C:4]1[S:5][CH:6]=[C:2]([CH3:1])[CH:3]=1)=[O:9]. No catalyst specified. The reactants are [CH3:1][C:2]1[CH:3]=[C:4]([C:7](=[O:9])[CH3:8])[S:5][CH:6]=1.CO[CH:12](OC)[N:13]([CH3:15])[CH3:14]. (3) The reactants are Cl[C:2]1[N:7]=[CH:6][N:5]=[C:4]([NH:8][CH2:9][C:10]2[CH:15]=[CH:14][C:13]([O:16][CH3:17])=[C:12]([O:18][CH:19]3[CH2:23][CH2:22][CH2:21][CH2:20]3)[CH:11]=2)[CH:3]=1.B([C:27]1[CH:38]=[CH:37][C:30]([CH2:31][C@@H:32]([C:34]([OH:36])=[O:35])[NH2:33])=[CH:29][CH:28]=1)(O)O.C(=O)([O-])[O-].[Na+].[Na+]. The catalyst is Cl[Pd](Cl)([P](C1C=CC=CC=1)(C1C=CC=CC=1)C1C=CC=CC=1)[P](C1C=CC=CC=1)(C1C=CC=CC=1)C1C=CC=CC=1.C(#N)C. The product is [NH2:33][CH:32]([CH2:31][C:30]1[CH:37]=[CH:38][C:27]([C:2]2[CH:3]=[C:4]([NH:8][CH2:9][C:10]3[CH:15]=[CH:14][C:13]([O:16][CH3:17])=[C:12]([O:18][CH:19]4[CH2:23][CH2:22][CH2:21][CH2:20]4)[CH:11]=3)[N:5]=[CH:6][N:7]=2)=[CH:28][CH:29]=1)[C:34]([OH:36])=[O:35]. The yield is 0.0600. (4) The reactants are Br[C:2]1[CH:3]=[N:4][CH:5]=[C:6]2[C:11]=1[N:10]=[C:9]([C:12]([NH2:14])=[O:13])[CH:8]=[CH:7]2.[CH3:15][O:16][CH2:17][C:18]1[CH:19]=[C:20](B(O)O)[CH:21]=[CH:22][CH:23]=1.C(=O)([O-])[O-].[Cs+].[Cs+]. The catalyst is O1CCOCC1.O.C1(P([C-]2C=CC=C2)C2C=CC=CC=2)C=CC=CC=1.[C-]1(P(C2C=CC=CC=2)C2C=CC=CC=2)C=CC=C1.[Fe+2].[Pd](Cl)Cl. The product is [CH3:15][O:16][CH2:17][C:18]1[CH:23]=[C:22]([C:2]2[CH:3]=[N:4][CH:5]=[C:6]3[C:11]=2[N:10]=[C:9]([C:12]([NH2:14])=[O:13])[CH:8]=[CH:7]3)[CH:21]=[CH:20][CH:19]=1. The yield is 0.840. (5) The reactants are [C:1]1([C:7]2[N:8]([CH2:16][C:17]3[CH:25]=[CH:24][C:20]([C:21](O)=[O:22])=[CH:19][CH:18]=3)[C:9]3[C:14]([CH:15]=2)=[CH:13][CH:12]=[CH:11][CH:10]=3)[CH:6]=[CH:5][CH:4]=[CH:3][CH:2]=1.Cl.[NH2:27][OH:28].F[P-](F)(F)(F)(F)F.N1(O[P+](N(C)C)(N(C)C)N(C)C)C2C=CC=CC=2N=N1.C(N(CC)CC)C. The catalyst is N1C=CC=CC=1. The product is [OH:28][NH:27][C:21](=[O:22])[C:20]1[CH:24]=[CH:25][C:17]([CH2:16][N:8]2[C:9]3[C:14](=[CH:13][CH:12]=[CH:11][CH:10]=3)[CH:15]=[C:7]2[C:1]2[CH:2]=[CH:3][CH:4]=[CH:5][CH:6]=2)=[CH:18][CH:19]=1. The yield is 0.170. (6) The reactants are [OH-].[Na+].[Br:3][C:4]1[CH:5]=[CH:6][C:7]2[N:8]([CH2:18][CH:19]([OH:24])[C:20]([O:22]C)=[O:21])[C:9]3[C:14]([C:15]=2[CH:16]=1)=[CH:13][C:12]([Br:17])=[CH:11][CH:10]=3. The catalyst is CCO. The product is [Br:17][C:12]1[CH:11]=[CH:10][C:9]2[N:8]([CH2:18][CH:19]([OH:24])[C:20]([OH:22])=[O:21])[C:7]3[C:15]([C:14]=2[CH:13]=1)=[CH:16][C:4]([Br:3])=[CH:5][CH:6]=3. The yield is 0.990. (7) The product is [NH2:35][C:29]1[N:30]=[CH:31][N:32]=[C:33]([NH:1][C@H:2]([C:4]2[N:9]([C:10]3[CH:11]=[CH:12][CH:13]=[CH:14][CH:15]=3)[C:8](=[O:16])[C:7]3=[C:17]([S:20][C:21]4[CH:26]=[CH:25][CH:24]=[CH:23][CH:22]=4)[CH:18]=[CH:19][N:6]3[N:5]=2)[CH3:3])[C:28]=1[Br:27]. The yield is 0.750. No catalyst specified. The reactants are [NH2:1][C@H:2]([C:4]1[N:9]([C:10]2[CH:15]=[CH:14][CH:13]=[CH:12][CH:11]=2)[C:8](=[O:16])[C:7]2=[C:17]([S:20][C:21]3[CH:26]=[CH:25][CH:24]=[CH:23][CH:22]=3)[CH:18]=[CH:19][N:6]2[N:5]=1)[CH3:3].[Br:27][C:28]1[C:29]([NH2:35])=[N:30][CH:31]=[N:32][C:33]=1Cl.[F-].[Cs+].C(N(CC)C(C)C)(C)C.